From a dataset of Full USPTO retrosynthesis dataset with 1.9M reactions from patents (1976-2016). Predict the reactants needed to synthesize the given product. (1) Given the product [F:14][CH:2]([F:1])[O:3][C:4]1[CH:5]=[C:6]2[C:10](=[CH:11][CH:12]=1)[N:9]([CH3:15])[N:8]=[C:7]2[I:13], predict the reactants needed to synthesize it. The reactants are: [F:1][CH:2]([F:14])[O:3][C:4]1[CH:5]=[C:6]2[C:10](=[CH:11][CH:12]=1)[NH:9][N:8]=[C:7]2[I:13].[CH3:15]C([O-])(C)C.[K+].CI. (2) Given the product [C:2]1([OH:11])[CH:7]=[CH:6][CH:5]=[CH:4][CH:3]=1.[OH:11][CH2:12][C:13](=[O:15])[CH3:14], predict the reactants needed to synthesize it. The reactants are: O.[C:2]1(C(C)C)[CH:7]=[CH:6][CH:5]=[CH:4][CH:3]=1.[OH:11][CH2:12][C:13](=[O:15])[CH3:14]. (3) The reactants are: [OH:1][CH:2]([C:7]1[S:11][C:10]([C:12](=O)[CH2:13][CH2:14][C:15](=O)[CH:16]([C:24]2[CH:29]=[CH:28][C:27]([S:30]([CH3:33])(=[O:32])=[O:31])=[CH:26][CH:25]=2)[CH2:17][CH:18]2[CH2:23][CH2:22][O:21][CH2:20][CH2:19]2)=[N:9][CH:8]=1)[C:3]([OH:6])([CH3:5])[CH3:4].C([O-])(=O)C.[NH4+:40].[OH-].[Na+]. Given the product [CH3:4][C:3]([OH:6])([CH3:5])[CH:2]([C:7]1[S:11][C:10]([C:12]2[NH:40][C:15]([CH:16]([C:24]3[CH:29]=[CH:28][C:27]([S:30]([CH3:33])(=[O:31])=[O:32])=[CH:26][CH:25]=3)[CH2:17][CH:18]3[CH2:23][CH2:22][O:21][CH2:20][CH2:19]3)=[CH:14][CH:13]=2)=[N:9][CH:8]=1)[OH:1], predict the reactants needed to synthesize it. (4) Given the product [F:1][C:2]1[C:3]([NH:4][CH2:5][CH2:6][CH2:7][CH2:8][O:9][CH3:10])=[C:11]([CH:12]=[CH:13][CH:14]=1)[NH2:15], predict the reactants needed to synthesize it. The reactants are: [F:1][C:2]1[CH:14]=[CH:13][CH:12]=[C:11]([N+:15]([O-])=O)[C:3]=1[NH:4][CH2:5][CH2:6][CH2:7][CH2:8][O:9][CH3:10].